Predict the reactants needed to synthesize the given product. From a dataset of Full USPTO retrosynthesis dataset with 1.9M reactions from patents (1976-2016). (1) Given the product [Br:17][C:7]1[N:3]([CH2:1][CH3:2])[N:4]=[C:5]([C:9]2[CH:10]=[N:11][CH:12]=[CH:13][CH:14]=2)[N:6]=1, predict the reactants needed to synthesize it. The reactants are: [CH2:1]([N:3]1[C:7](O)=[N:6][C:5]([C:9]2[CH:10]=[N:11][CH:12]=[CH:13][CH:14]=2)=[N:4]1)[CH3:2].P(Br)(Br)([Br:17])=O.C(=O)(O)[O-].[Na+]. (2) Given the product [OH:2][C:3]1[CH:8]=[CH:7][C:6]([CH2:9][C:10]([OH:11])=[O:23])=[C:5]([CH3:17])[C:4]=1[CH3:18], predict the reactants needed to synthesize it. The reactants are: C[O:2][C:3]1[CH:8]=[CH:7][C:6]([CH2:9][C:10](N2CCCC2)=[O:11])=[C:5]([CH3:17])[C:4]=1[CH3:18].[OH-].[Na+].C(OCC)(=[O:23])C. (3) The reactants are: [C:1]([O:5][C:6]([N:8]1[C@H:12]([CH:13]([F:16])[CH:14]=[CH2:15])[CH2:11][O:10][C:9]1([CH3:18])[CH3:17])=[O:7])([CH3:4])([CH3:3])[CH3:2].[CH2:19]=[CH:20][CH2:21][CH2:22][CH2:23][CH2:24][CH2:25][CH2:26][CH2:27][CH2:28][CH2:29][CH2:30][CH2:31]CC.CCOCC.CCCCCC. Given the product [C:1]([O:5][C:6]([N:8]1[C@H:12]([CH:13]([F:16])[CH:14]=[CH:15][CH2:31][CH2:30][CH2:29][CH2:28][CH2:27][CH2:26][CH2:25][CH2:24][CH2:23][CH2:22][CH2:21][CH2:20][CH3:19])[CH2:11][O:10][C:9]1([CH3:18])[CH3:17])=[O:7])([CH3:4])([CH3:3])[CH3:2], predict the reactants needed to synthesize it. (4) Given the product [OH:14][CH2:15][CH:16]([C:19]1[NH:10][C:6]2[CH:7]=[CH:8][CH:9]=[C:4]([C:3]([OH:2])=[O:12])[C:5]=2[N:11]=1)[CH3:17], predict the reactants needed to synthesize it. The reactants are: C[O:2][C:3](=[O:12])[C:4]1[CH:9]=[CH:8][CH:7]=[C:6]([NH2:10])[C:5]=1[NH2:11].C[O:14][C:15](=O)[CH:16]([CH3:19])[CH2:17]O.[OH-].[Na+]. (5) Given the product [F:54][C:2]([F:1])([F:53])[C:3]1[CH:4]=[C:5]([C:13]([CH3:52])([CH3:51])[C:14]([N:16]([C:18]2[CH:19]=[N:20][C:21]([N:32]3[C@H:41]([CH2:42][OH:43])[CH2:40][N:39]4[C@H:34]([CH2:35][O:36][CH2:37][CH2:38]4)[CH2:33]3)=[CH:22][C:23]=2[C:24]2[CH:29]=[CH:28][C:27]([F:30])=[CH:26][C:25]=2[Cl:31])[CH3:17])=[O:15])[CH:6]=[C:7]([C:9]([F:12])([F:11])[F:10])[CH:8]=1, predict the reactants needed to synthesize it. The reactants are: [F:1][C:2]([F:54])([F:53])[C:3]1[CH:4]=[C:5]([C:13]([CH3:52])([CH3:51])[C:14]([N:16]([C:18]2[CH:19]=[N:20][C:21]([N:32]3[C@H:41]([CH2:42][O:43][Si](C(C)(C)C)(C)C)[CH2:40][N:39]4[C@H:34]([CH2:35][O:36][CH2:37][CH2:38]4)[CH2:33]3)=[CH:22][C:23]=2[C:24]2[CH:29]=[CH:28][C:27]([F:30])=[CH:26][C:25]=2[Cl:31])[CH3:17])=[O:15])[CH:6]=[C:7]([C:9]([F:12])([F:11])[F:10])[CH:8]=1.Cl.